Dataset: Microsomal clearance measurements from AstraZeneca. Task: Regression/Classification. Given a drug SMILES string, predict its absorption, distribution, metabolism, or excretion properties. Task type varies by dataset: regression for continuous measurements (e.g., permeability, clearance, half-life) or binary classification for categorical outcomes (e.g., BBB penetration, CYP inhibition). For this dataset (clearance_microsome_az), we predict log10(clearance) (log10 of the in vitro intrinsic clearance, CLint, in uL/min per mg of human liver microsomal protein, equivalently mL/min/g; values are censored to the assay range of 3 to 150, which is 0.477 to 2.18 on this log10 scale). (1) The drug is O=C(Nc1ncc(F)s1)C(CC1CCOCC1)c1ccc(S(=O)(=O)C2CC2)cc1. The log10(clearance) is 1.52. (2) The molecule is O=c1[nH]c2c(O)ccc([C@@H](O)CNCCc3cccc(CNCCc4ccccn4)c3)c2s1. The log10(clearance) is 1.40. (3) The compound is Cc1ccc2[nH]ccc2c1-c1nc(N2CCOCC2)cc(C2(S(C)(=O)=O)CC2)n1. The log10(clearance) is 0.760. (4) The compound is COc1ccc2nc(C)cc(N3CC(CNC(=O)C4CC4)OC3=O)c2c1. The log10(clearance) is 0.950. (5) The compound is CCN(C(=O)Cc1ccc(S(C)(=O)=O)cc1)C1CCN(CC[C@H](c2ccc(S(C)(=O)=O)cc2)c2cccc(Cl)c2)CC1. The log10(clearance) is 1.08.